Predict the reactants needed to synthesize the given product. From a dataset of Full USPTO retrosynthesis dataset with 1.9M reactions from patents (1976-2016). (1) Given the product [O:38]=[C:37]1[CH2:36][O:35][C:34]2[CH:25]=[CH:26][C:27]([B:6]([OH:10])[OH:7])=[CH:28][C:29]=2[NH:30]1, predict the reactants needed to synthesize it. The reactants are: C([O-])(=O)C.[K+].[B:6]1(B2OC(C)(C)C(C)(C)O2)[O:10]C(C)(C)C(C)(C)[O:7]1.Br[C:25]1C=C[C:28]([C:29]#[N:30])=[C:27](C)[CH:26]=1.[CH3:34][O:35][CH2:36][CH2:37][O:38]C. (2) Given the product [CH3:41][O:40][C:37]1[CH:38]=[CH:39][C:34]([CH2:33][N:16]2[C:17]3=[N:18][CH:19]=[CH:20][C:21]([O:23][C:24]4[CH:32]=[CH:31][C:27]([C:28](=[O:30])[NH:48][C:43]5[CH:44]=[CH:45][CH:46]=[CH:47][N:42]=5)=[CH:26][CH:25]=4)=[C:22]3[C:14]([NH:13][C@@H:10]3[CH2:11][CH2:12][N:8]([C:6]([O:5][C:1]([CH3:4])([CH3:3])[CH3:2])=[O:7])[CH2:9]3)=[N:15]2)=[CH:35][CH:36]=1, predict the reactants needed to synthesize it. The reactants are: [C:1]([O:5][C:6]([N:8]1[CH2:12][CH2:11][C@@H:10]([NH:13][C:14]2[C:22]3[C:17](=[N:18][CH:19]=[CH:20][C:21]=3[O:23][C:24]3[CH:32]=[CH:31][C:27]([C:28]([OH:30])=O)=[CH:26][CH:25]=3)[N:16]([CH2:33][C:34]3[CH:39]=[CH:38][C:37]([O:40][CH3:41])=[CH:36][CH:35]=3)[N:15]=2)[CH2:9]1)=[O:7])([CH3:4])([CH3:3])[CH3:2].[N:42]1[CH:47]=[CH:46][CH:45]=[CH:44][C:43]=1[NH2:48].O=P(Cl)(Cl)Cl. (3) Given the product [OH:1][C:2]1[C:7]2[CH2:8][CH2:9][CH2:10][C:11]3[C:12](=[CH:13][C:14]4[CH:15]=[CH:16][N:17]([CH3:20])[C:18]=4[CH:19]=3)[C:6]=2[NH:5][C:4](=[O:21])[C:3]=1[C:22]([OH:24])=[O:23], predict the reactants needed to synthesize it. The reactants are: [OH:1][C:2]1[C:7]2[CH2:8][CH:9]=[CH:10][C:11]3[C:12](=[CH:13][C:14]4[CH:15]=[CH:16][N:17]([CH3:20])[C:18]=4[CH:19]=3)[C:6]=2[NH:5][C:4](=[O:21])[C:3]=1[C:22]([OH:24])=[O:23]. (4) Given the product [C:22]([O:26][C:27]([N:29]1[CH2:34][CH2:33][CH:32]([CH2:35][C:36](=[O:37])[NH:1][C:2]2[S:3][C:4]3[CH:10]=[C:9]([O:11][S:12]([C:15]4[CH:20]=[CH:19][C:18]([F:21])=[CH:17][CH:16]=4)(=[O:13])=[O:14])[CH:8]=[CH:7][C:5]=3[N:6]=2)[CH2:31][CH2:30]1)=[O:28])([CH3:25])([CH3:24])[CH3:23], predict the reactants needed to synthesize it. The reactants are: [NH2:1][C:2]1[S:3][C:4]2[CH:10]=[C:9]([O:11][S:12]([C:15]3[CH:20]=[CH:19][C:18]([F:21])=[CH:17][CH:16]=3)(=[O:14])=[O:13])[CH:8]=[CH:7][C:5]=2[N:6]=1.[C:22]([O:26][C:27]([N:29]1[CH2:34][CH2:33][CH:32]([CH2:35][C:36](O)=[O:37])[CH2:31][CH2:30]1)=[O:28])([CH3:25])([CH3:24])[CH3:23].CN(C(ON1N=NC2C=CC=CC1=2)=[N+](C)C)C.F[P-](F)(F)(F)(F)F.C(NC(C)C)(C)C. (5) Given the product [Br:1][C:2]1[CH:30]=[CH:29][C:5]([CH2:6][C:7]2[O:8][C:9]([CH3:28])=[C:10]([CH3:27])[C:11]=2[C:12]([C:14]2[CH:19]=[CH:18][C:17]([OH:20])=[C:16]([CH:22]3[CH2:26][CH2:25][CH2:24][CH2:23]3)[CH:15]=2)=[O:13])=[CH:4][CH:3]=1, predict the reactants needed to synthesize it. The reactants are: [Br:1][C:2]1[CH:30]=[CH:29][C:5]([CH2:6][C:7]2[O:8][C:9]([CH3:28])=[C:10]([CH3:27])[C:11]=2[C:12]([C:14]2[CH:19]=[CH:18][C:17]([O:20]C)=[C:16]([CH:22]3[CH2:26][CH2:25][CH2:24][CH2:23]3)[CH:15]=2)=[O:13])=[CH:4][CH:3]=1. (6) Given the product [Cl:18][C:14]1[CH:15]=[C:16]([F:17])[C:11]([C:8]([F:9])([F:10])[CH2:7][N:21]2[CH2:22][CH2:23][CH:24]([NH:27][C:28](=[O:34])[O:29][C:30]([CH3:32])([CH3:31])[CH3:33])[CH2:25][CH2:26]2)=[N:12][CH:13]=1, predict the reactants needed to synthesize it. The reactants are: FC(F)(F)S(O[CH2:7][C:8]([C:11]1[C:16]([F:17])=[CH:15][C:14]([Cl:18])=[CH:13][N:12]=1)([F:10])[F:9])(=O)=O.[NH:21]1[CH2:26][CH2:25][CH:24]([NH:27][C:28](=[O:34])[O:29][C:30]([CH3:33])([CH3:32])[CH3:31])[CH2:23][CH2:22]1.CCN(C(C)C)C(C)C. (7) The reactants are: C[Si]([C:5]#[C:6][C:7]1[N:12]=[C:11]([C:13]2[N:18]=[CH:17][CH:16]=[CH:15][N:14]=2)[CH:10]=[CH:9][CH:8]=1)(C)C. Given the product [C:6]([C:7]1[N:12]=[C:11]([C:13]2[N:18]=[CH:17][CH:16]=[CH:15][N:14]=2)[CH:10]=[CH:9][CH:8]=1)#[CH:5], predict the reactants needed to synthesize it.